From a dataset of Catalyst prediction with 721,799 reactions and 888 catalyst types from USPTO. Predict which catalyst facilitates the given reaction. (1) Reactant: [CH:1]1([C:4](=O)[CH2:5][NH:6][C:7]2[C:8]([CH3:16])=[CH:9][C:10]([F:15])=[C:11]([CH:14]=2)[C:12]#[N:13])[CH2:3][CH2:2]1.[S-:18][C:19]#[N:20].[K+]. Product: [CH:1]1([C:4]2[N:20]=[C:19]([SH:18])[N:6]([C:7]3[C:8]([CH3:16])=[CH:9][C:10]([F:15])=[C:11]([CH:14]=3)[C:12]#[N:13])[CH:5]=2)[CH2:3][CH2:2]1. The catalyst class is: 15. (2) Reactant: [C:1]([NH:5][C:6]([C:8]1[CH:12]=[C:11]([C:13]2[CH:18]=[CH:17][C:16]([CH2:19][OH:20])=[CH:15][N:14]=2)[N:10]([C:21]2[CH:22]=[N:23][CH:24]=[CH:25][CH:26]=2)[N:9]=1)=[O:7])([CH3:4])([CH3:3])[CH3:2].CC(OI1(OC(C)=O)(OC(C)=O)OC(=O)C2C=CC=CC1=2)=O.[OH-].[Na+].C(Cl)(Cl)Cl. Product: [C:1]([NH:5][C:6]([C:8]1[CH:12]=[C:11]([C:13]2[CH:18]=[CH:17][C:16]([CH:19]=[O:20])=[CH:15][N:14]=2)[N:10]([C:21]2[CH:22]=[N:23][CH:24]=[CH:25][CH:26]=2)[N:9]=1)=[O:7])([CH3:4])([CH3:2])[CH3:3]. The catalyst class is: 4. (3) Reactant: Cl.[OH:2][C@H:3]1[CH2:7][NH:6][C@H:5]([C:8]([O:10][CH3:11])=[O:9])[CH2:4]1.[O:12]=[C:13]1[C:21]2[C:16](=[CH:17][CH:18]=[CH:19][CH:20]=2)[CH2:15][N:14]1[C@@H:22]([CH3:26])[C:23](O)=[O:24].CCN(C(C)C)C(C)C.CN(C(ON1N=NC2C=CC=NC1=2)=[N+](C)C)C.F[P-](F)(F)(F)(F)F.C(=O)(O)[O-].[Na+]. Product: [OH:2][C@H:3]1[CH2:7][N:6]([C:23](=[O:24])[C@@H:22]([N:14]2[CH2:15][C:16]3[C:21](=[CH:20][CH:19]=[CH:18][CH:17]=3)[C:13]2=[O:12])[CH3:26])[C@H:5]([C:8]([O:10][CH3:11])=[O:9])[CH2:4]1. The catalyst class is: 3. (4) Reactant: [Cl:1][C:2]1[CH:3]=[C:4]([C:23]([O:25]C)=[O:24])[C:5]([CH3:22])=[C:6]([CH:21]=1)[O:7][CH:8]1[CH2:13][CH2:12][N:11]([C:14]([O:16][C:17]([CH3:20])([CH3:19])[CH3:18])=[O:15])[CH2:10][CH2:9]1.[OH-].[Na+]. Product: [C:17]([O:16][C:14]([N:11]1[CH2:10][CH2:9][CH:8]([O:7][C:6]2[C:5]([CH3:22])=[C:4]([CH:3]=[C:2]([Cl:1])[CH:21]=2)[C:23]([OH:25])=[O:24])[CH2:13][CH2:12]1)=[O:15])([CH3:20])([CH3:19])[CH3:18]. The catalyst class is: 5. (5) Reactant: C[Si]([N-][Si](C)(C)C)(C)C.[Li+].C([O:13][C:14](=[O:53])[C:15]([O:24][C:25]1[CH:30]=[CH:29][C:28]([C:31]2[CH:36]=[CH:35][C:34]([C:37]3[C:41]4[CH:42]=[CH:43][CH:44]=[CH:45][C:40]=4[O:39][C:38]=3[CH2:46][C:47]3[CH:52]=[CH:51][CH:50]=[CH:49][CH:48]=3)=[CH:33][CH:32]=2)=[CH:27][CH:26]=1)([CH3:23])[CH2:16][C:17]1[CH:22]=[CH:21][CH:20]=[CH:19][CH:18]=1)C.C(Br)C1C=CC=CC=1.Cl. Product: [CH2:46]([C:38]1[O:39][C:40]2[CH:45]=[CH:44][CH:43]=[CH:42][C:41]=2[C:37]=1[C:34]1[CH:33]=[CH:32][C:31]([C:28]2[CH:29]=[CH:30][C:25]([O:24][C:15]([CH3:23])([CH2:16][C:17]3[CH:18]=[CH:19][CH:20]=[CH:21][CH:22]=3)[C:14]([OH:53])=[O:13])=[CH:26][CH:27]=2)=[CH:36][CH:35]=1)[C:47]1[CH:48]=[CH:49][CH:50]=[CH:51][CH:52]=1. The catalyst class is: 132.